Dataset: Full USPTO retrosynthesis dataset with 1.9M reactions from patents (1976-2016). Task: Predict the reactants needed to synthesize the given product. (1) Given the product [CH2:1]([NH:8][C:9](=[O:10])[OH:11])[C:2]1[CH:7]=[CH:6][CH:5]=[CH:4][CH:3]=1.[Br:23][C:16]1[CH:15]=[CH:14][NH:13][N:12]=1, predict the reactants needed to synthesize it. The reactants are: [CH2:1]([NH:8][C:9](=[O:11])[OH:10])[C:2]1[CH:7]=[CH:6][CH:5]=[CH:4][CH:3]=1.[NH:12]1[CH:16]=[CH:15][CH:14]=[N:13]1.C(=O)([O-])[O-].[K+].[K+].[Br:23]Br.O. (2) Given the product [OH:1][C:2]1[C:11]2[C:6](=[C:7]3[CH:15]=[CH:14][CH:13]=[C:12]([CH2:17][CH3:18])[C:8]3=[CH:9][CH:10]=2)[O:5][C:4](=[O:16])[CH:3]=1, predict the reactants needed to synthesize it. The reactants are: [OH:1][C:2]1[C:11]2[C:6](=[C:7]3[CH:15]=[CH:14][CH:13]=[CH:12][C:8]3=[CH:9][CH:10]=2)[O:5][C:4](=[O:16])[CH:3]=1.[CH2:17](C1C=CC=C2C=1C=CC=C2O)[CH3:18].